From a dataset of Reaction yield outcomes from USPTO patents with 853,638 reactions. Predict the reaction yield, written as a fraction of the theoretical maximum amount of product (1.0 means a 100% yield; for example, 0.34 means a 34% yield). (1) The reactants are [Br:1][C:2]1[CH:7]=[CH:6][C:5]([NH:8][C:9]2[C:23]([CH:24]3O[CH:27]=[N:26][CH:25]3S(C3C=CC(C)=CC=3)(=O)=O)=[CH:22][C:12]3[N:13](CCS(C)(=O)=O)[CH:14]=[N:15][C:11]=3[C:10]=2[F:39])=[C:4]([Cl:40])[CH:3]=1.[NH3:41]. The catalyst is CO. The product is [Br:1][C:2]1[CH:7]=[CH:6][C:5]([NH:8][C:9]2[C:23]([C:24]3[NH:41][CH:27]=[N:26][CH:25]=3)=[CH:22][C:12]3[NH:13][CH:14]=[N:15][C:11]=3[C:10]=2[F:39])=[C:4]([Cl:40])[CH:3]=1. The yield is 0.0700. (2) The reactants are Cl[C:2]1[O:3][C:4]([CH2:14][CH2:15][C:16]([OH:18])=[O:17])=[C:5]([C:7]2[CH:12]=[CH:11][C:10]([Cl:13])=[CH:9][CH:8]=2)[N:6]=1.[CH:19]1([SH:25])[CH2:24][CH2:23][CH2:22][CH2:21][CH2:20]1.CN(C)C=O. The catalyst is O. The product is [Cl:13][C:10]1[CH:11]=[CH:12][C:7]([C:5]2[N:6]=[C:2]([S:25][CH:19]3[CH2:24][CH2:23][CH2:22][CH2:21][CH2:20]3)[O:3][C:4]=2[CH2:14][CH2:15][C:16]([OH:18])=[O:17])=[CH:8][CH:9]=1. The yield is 0.520.